From a dataset of NCI-60 drug combinations with 297,098 pairs across 59 cell lines. Regression. Given two drug SMILES strings and cell line genomic features, predict the synergy score measuring deviation from expected non-interaction effect. (1) Drug 1: C1C(C(OC1N2C=C(C(=O)NC2=O)F)CO)O. Drug 2: CCC1(CC2CC(C3=C(CCN(C2)C1)C4=CC=CC=C4N3)(C5=C(C=C6C(=C5)C78CCN9C7C(C=CC9)(C(C(C8N6C)(C(=O)OC)O)OC(=O)C)CC)OC)C(=O)OC)O.OS(=O)(=O)O. Cell line: SK-MEL-5. Synergy scores: CSS=9.96, Synergy_ZIP=-4.67, Synergy_Bliss=-0.421, Synergy_Loewe=-7.47, Synergy_HSA=-1.21. (2) Drug 1: C1=CC(=CC=C1CC(C(=O)O)N)N(CCCl)CCCl.Cl. Drug 2: CC1=C(C=C(C=C1)C(=O)NC2=CC(=CC(=C2)C(F)(F)F)N3C=C(N=C3)C)NC4=NC=CC(=N4)C5=CN=CC=C5. Cell line: OVCAR3. Synergy scores: CSS=15.3, Synergy_ZIP=-0.597, Synergy_Bliss=2.21, Synergy_Loewe=-0.769, Synergy_HSA=-1.27. (3) Drug 1: CCCS(=O)(=O)NC1=C(C(=C(C=C1)F)C(=O)C2=CNC3=C2C=C(C=N3)C4=CC=C(C=C4)Cl)F. Drug 2: CC1=C(C(=O)C2=C(C1=O)N3CC4C(C3(C2COC(=O)N)OC)N4)N. Cell line: SK-MEL-28. Synergy scores: CSS=37.6, Synergy_ZIP=-7.39, Synergy_Bliss=-5.15, Synergy_Loewe=-5.24, Synergy_HSA=-2.19. (4) Drug 1: CC1=C(N=C(N=C1N)C(CC(=O)N)NCC(C(=O)N)N)C(=O)NC(C(C2=CN=CN2)OC3C(C(C(C(O3)CO)O)O)OC4C(C(C(C(O4)CO)O)OC(=O)N)O)C(=O)NC(C)C(C(C)C(=O)NC(C(C)O)C(=O)NCCC5=NC(=CS5)C6=NC(=CS6)C(=O)NCCC[S+](C)C)O. Drug 2: CCN(CC)CCCC(C)NC1=C2C=C(C=CC2=NC3=C1C=CC(=C3)Cl)OC. Cell line: UACC-257. Synergy scores: CSS=7.52, Synergy_ZIP=-3.63, Synergy_Bliss=-2.65, Synergy_Loewe=-9.60, Synergy_HSA=-1.18. (5) Drug 1: CC1C(C(CC(O1)OC2CC(OC(C2O)C)OC3=CC4=CC5=C(C(=O)C(C(C5)C(C(=O)C(C(C)O)O)OC)OC6CC(C(C(O6)C)O)OC7CC(C(C(O7)C)O)OC8CC(C(C(O8)C)O)(C)O)C(=C4C(=C3C)O)O)O)O. Drug 2: C#CCC(CC1=CN=C2C(=N1)C(=NC(=N2)N)N)C3=CC=C(C=C3)C(=O)NC(CCC(=O)O)C(=O)O. Cell line: UACC62. Synergy scores: CSS=51.3, Synergy_ZIP=-3.01, Synergy_Bliss=-7.23, Synergy_Loewe=-7.85, Synergy_HSA=-6.67. (6) Drug 1: CCCS(=O)(=O)NC1=C(C(=C(C=C1)F)C(=O)C2=CNC3=C2C=C(C=N3)C4=CC=C(C=C4)Cl)F. Drug 2: C1=CC=C(C=C1)NC(=O)CCCCCCC(=O)NO. Cell line: DU-145. Synergy scores: CSS=15.7, Synergy_ZIP=-3.78, Synergy_Bliss=-1.53, Synergy_Loewe=-37.7, Synergy_HSA=-4.28.